This data is from Orexin1 receptor HTS with 218,158 compounds and 233 confirmed actives. The task is: Binary Classification. Given a drug SMILES string, predict its activity (active/inactive) in a high-throughput screening assay against a specified biological target. (1) The result is 0 (inactive). The drug is s1c(CC(=O)Nc2cc(ccc2)C(=O)Nc2occc2)ccc1. (2) The molecule is s1c2c(CCC2)c2c1ncnc2NC(CO)C(O)=O. The result is 0 (inactive). (3) The drug is S(=O)(=O)(N1C(CCC)C(=O)Nc2c1cccc2)c1ccc(F)cc1. The result is 0 (inactive). (4) The compound is O(C(C(=O)N(c1ccccc1)C)C)C(=O)c1cc(n2nnnc2)ccc1. The result is 0 (inactive). (5) The compound is O=C(N1CCC(CC1)Cc1ccccc1)Cc1[nH]c(=O)[nH]c(=O)c1. The result is 0 (inactive). (6) The compound is Clc1c(C(=O)Nc2n3[nH]cnc3nc(=O)c2)ccc(Cl)c1. The result is 0 (inactive).